The task is: Binary Classification. Given a miRNA mature sequence and a target amino acid sequence, predict their likelihood of interaction.. This data is from Experimentally validated miRNA-target interactions with 360,000+ pairs, plus equal number of negative samples. (1) The miRNA is hsa-miR-1295a with sequence UUAGGCCGCAGAUCUGGGUGA. Result: 1 (interaction). The protein sequence of the target gene is MEPGQPREPQEPREPGPGAETAAAPVWEEAKIFYDNLAPKKKPKSPKPQNAVTIAVSSRALFRMDEEQQIYTEQGVEEYVRYQLEHENEPFSPGPAFPFVKALEAVNRRLRELYPDSEDVFDIVLMTNNHAQVGVRLINSINHYDLFIERFCMTGGNSPICYLKAYHTNLYLSADAEKVREAIDEGIAAATIFSPSRDVVVSQSQLRVAFDGDAVLFSDESERIVKAHGLDRFFEHEKAHENKPLAQGPLKGFLEALGRLQKKFYSKGLRLECPIRTYLVTARSAASSGARALKTLRSWG.... (2) The protein sequence of the target gene is MEDPTLYIVERPLPGYPDAEAPEPSSAGAQAAEEPSGAGSEELIKSDQVNGVLVLSLLDKIIGAVDQIQLTQAQLEERQAEMEGAVQSIQGELSKLGKAHATTSNTVSKLLEKVRKVSVNVKTVRGSLERQAGQIKKLEVNEAELLRRRNFKVMIYQDEVKLPAKLSISKSLKESEALPEKEGEELGEGERPEEDAAALELSSDEAVEVEEVIEESRAERIKRSGLRRVDDFKKAFSKEKMEKTKVRTRENLEKTRLKTKENLEKTRHTLEKRMNKLGTRLVPAERREKLKTSRDKLRKS.... Result: 1 (interaction). The miRNA is hsa-miR-520d-3p with sequence AAAGUGCUUCUCUUUGGUGGGU. (3) The miRNA is hsa-miR-302a-5p with sequence ACUUAAACGUGGAUGUACUUGCU. The protein sequence of the target gene is MKRRTDPECTAPIKKQKKRVAELALSLSSTSDDEPPSSVSHGAKASTTSLSGSDSETEGKQHSSDSFDDAFKADSLVEGTSSRYSMYNSVSQKLMAKMGFREGEGLGKYSQGRKDIVEASSQKGRRGLGLTLRGFDQELNVDWRDEPEPSACEQVSWFPECTTEIPDTQEMSDWMVVGKRKMIIEDETEFCGEELLHSVLQCKSVFDVLDGEEMRRARTRANPYEMIRGVFFLNRAAMKMANMDFVFDRMFTNPRDSYGKPLVKDREAELLYFADVCAGPGGFSEYVLWRKKWHAKGFGM.... Result: 0 (no interaction).